Dataset: Forward reaction prediction with 1.9M reactions from USPTO patents (1976-2016). Task: Predict the product of the given reaction. (1) Given the reactants CN(C)CCCOC1C=CC(C2SC(NC3C=CC=CC=3)=NC=2)=CC=1.[S:26]1[CH:30]=[CH:29][C:28]([C:31]2[S:35][C:34]([NH:36][C:37]3[CH:42]=[CH:41][C:40]([OH:43])=[CH:39][C:38]=3[C:44]([F:47])([F:46])[F:45])=[N:33][CH:32]=2)=[CH:27]1.Cl.Cl[CH2:50][CH2:51][N:52]([CH:56]([CH3:58])[CH3:57])[CH:53]([CH3:55])[CH3:54], predict the reaction product. The product is: [CH:53]([N:52]([CH:56]([CH3:58])[CH3:57])[CH2:51][CH2:50][O:43][C:40]1[CH:41]=[CH:42][C:37]([NH:36][C:34]2[S:35][C:31]([C:28]3[CH:29]=[CH:30][S:26][CH:27]=3)=[CH:32][N:33]=2)=[C:38]([C:44]([F:47])([F:46])[F:45])[CH:39]=1)([CH3:55])[CH3:54]. (2) Given the reactants [H-].[Na+].[CH3:3][C@H:4]([CH2:7][O:8][Si:9]([CH:16]([CH3:18])[CH3:17])([CH:13]([CH3:15])[CH3:14])[CH:10]([CH3:12])[CH3:11])[CH2:5][OH:6].[CH3:19]I, predict the reaction product. The product is: [CH:13]([Si:9]([CH:10]([CH3:11])[CH3:12])([CH:16]([CH3:18])[CH3:17])[O:8][CH2:7][C@@H:4]([CH3:3])[CH2:5][O:6][CH3:19])([CH3:15])[CH3:14]. (3) The product is: [C:7]1([CH2:6][CH2:5][CH2:4][CH2:3][C:15]2([OH:17])[CH2:16][O:13][CH2:14]2)[CH:12]=[CH:11][CH:10]=[CH:9][CH:8]=1. Given the reactants [Li].Br[CH2:3][CH2:4][CH2:5][CH2:6][C:7]1[CH:12]=[CH:11][CH:10]=[CH:9][CH:8]=1.[O:13]1[CH2:16][C:15](=[O:17])[CH2:14]1, predict the reaction product. (4) Given the reactants [CH:1](/[C:10]1[CH:11]=[C:12]([OH:16])[CH:13]=[CH:14][CH:15]=1)=[CH:2]\[C:3]1[CH:8]=[CH:7][C:6]([OH:9])=[CH:5][CH:4]=1, predict the reaction product. The product is: [C:6]([O:16][C:12]1[CH:13]=[CH:14][CH:15]=[C:10]([CH2:1][CH2:2][C:3]2[CH:4]=[CH:5][C:6]([O:9][C:12](=[O:16])[CH3:11])=[CH:7][CH:8]=2)[CH:11]=1)(=[O:9])[CH3:5]. (5) Given the reactants C(=O)([O-])[O-].[K+].[K+].CO.[CH3:9][C:10]1[CH:15]=[C:14]([C:16]#[C:17][Si](C)(C)C)[N:13]=[C:12]([NH:22]C(=O)OC(C)(C)C)[CH:11]=1.Cl.CCOCC, predict the reaction product. The product is: [C:16]([C:14]1[N:13]=[C:12]([NH2:22])[CH:11]=[C:10]([CH3:9])[CH:15]=1)#[CH:17]. (6) The product is: [Br:13][CH2:14][C:15]([O:3][C@H:2]([C:4]1[CH:9]=[CH:8][CH:7]=[CH:6][CH:5]=1)[C:1]([O:11][CH3:12])=[O:10])=[O:16]. Given the reactants [C:1]([O:11][CH3:12])(=[O:10])[C@@H:2]([C:4]1[CH:9]=[CH:8][CH:7]=[CH:6][CH:5]=1)[OH:3].[Br:13][CH2:14][C:15](Br)=[O:16], predict the reaction product. (7) Given the reactants Cl[C:2]1[CH:7]=[CH:6][C:5]([C:8]2[N:12]=[C:11]([C:13]3[CH:18]=[CH:17][C:16]([CH2:19][CH:20]([CH3:22])[CH3:21])=[CH:15][CH:14]=3)[O:10][N:9]=2)=[CH:4][N:3]=1.[CH3:23][N:24](C=O)C, predict the reaction product. The product is: [CH2:19]([C:16]1[CH:17]=[CH:18][C:13]([C:11]2[O:10][N:9]=[C:8]([C:5]3[CH:6]=[CH:7][C:2]([C:23]#[N:24])=[N:3][CH:4]=3)[N:12]=2)=[CH:14][CH:15]=1)[CH:20]([CH3:22])[CH3:21].